Dataset: Forward reaction prediction with 1.9M reactions from USPTO patents (1976-2016). Task: Predict the product of the given reaction. Given the reactants [C:1]1([S:7](Cl)(=[O:9])=[O:8])[CH:6]=[CH:5][CH:4]=[CH:3][CH:2]=1.[NH:11]1[CH2:15][CH2:14][CH2:13][CH2:12]1, predict the reaction product. The product is: [C:1]1([S:7]([N:11]2[CH2:15][CH2:14][CH2:13][CH2:12]2)(=[O:9])=[O:8])[CH:6]=[CH:5][CH:4]=[CH:3][CH:2]=1.